Dataset: Retrosynthesis with 50K atom-mapped reactions and 10 reaction types from USPTO. Task: Predict the reactants needed to synthesize the given product. The reactants are: O=C1CC[C@@]2(c3ccc4c(c3)OCO4)CCN(Cc3ccccc3)[C@H]2C1.[BH3-]C#N. Given the product NC1CC[C@@]2(c3ccc4c(c3)OCO4)CCN(Cc3ccccc3)[C@H]2C1, predict the reactants needed to synthesize it.